Dataset: Catalyst prediction with 721,799 reactions and 888 catalyst types from USPTO. Task: Predict which catalyst facilitates the given reaction. (1) Reactant: [Cl:1][C:2]1[C:7]([Cl:8])=[C:6]([OH:9])[CH:5]=[CH:4][C:3]=1[CH:10]=[CH:11][C:12]([C:14]1[S:15][C:16]([C:19]2[CH:24]=[CH:23][C:22]([S:25][CH3:26])=[CH:21][CH:20]=2)=[CH:17][CH:18]=1)=[O:13]. Product: [Cl:1][C:2]1[C:7]([Cl:8])=[C:6]([OH:9])[CH:5]=[CH:4][C:3]=1[CH2:10][CH2:11][C:12]([C:14]1[S:15][C:16]([C:19]2[CH:20]=[CH:21][C:22]([S:25][CH3:26])=[CH:23][CH:24]=2)=[CH:17][CH:18]=1)=[O:13]. The catalyst class is: 7. (2) Reactant: [CH3:1][O:2][C:3]1[CH:53]=[CH:52][C:6]([CH2:7][N:8]([CH2:43][C:44]2[CH:49]=[CH:48][C:47]([O:50][CH3:51])=[CH:46][CH:45]=2)[C:9]2[CH:14]=[C:13]([CH:15]([CH:21](O[Si](C(C)(C)C)(C)C)[C:22]3[N:23]=[CH:24][N:25]4[C:34]5[C:29](=[CH:30][CH:31]=[CH:32][CH:33]=5)[CH2:28][CH2:27][C:26]=34)[C:16]([O:18][CH2:19][CH3:20])=[O:17])[CH:12]=[CH:11][N:10]=2)=[CH:5][CH:4]=1.C1(C2CCCCCCCCCC=2)CCCCCCCCNN=1. Product: [CH3:1][O:2][C:3]1[CH:4]=[CH:5][C:6]([CH2:7][N:8]([CH2:43][C:44]2[CH:45]=[CH:46][C:47]([O:50][CH3:51])=[CH:48][CH:49]=2)[C:9]2[CH:14]=[C:13](/[C:15](=[CH:21]/[C:22]3[N:23]=[CH:24][N:25]4[C:34]5[C:29](=[CH:30][CH:31]=[CH:32][CH:33]=5)[CH2:28][CH2:27][C:26]=34)/[C:16]([O:18][CH2:19][CH3:20])=[O:17])[CH:12]=[CH:11][N:10]=2)=[CH:52][CH:53]=1. The catalyst class is: 9. (3) Reactant: [Na].[CH2:2]([O:4][C:5](=[O:17])[CH:6]([CH2:13][C:14](=[O:16])[CH3:15])[CH2:7][C:8]([O:10]CC)=O)[CH3:3].[Cl-].[Br:19][C:20]1[CH:25]=[CH:24][C:23]([N+:26]#[N:27])=[CH:22][CH:21]=1.BrC1C=CC(N)=CC=1.N([O-])=O.[Na+]. Product: [OH:10][C:8]1[CH2:7][CH:6]([C:5]([O:4][CH2:2][CH3:3])=[O:17])[CH2:13][C:14](=[O:16])[C:15]=1[N:27]=[N:26][C:23]1[CH:24]=[CH:25][C:20]([Br:19])=[CH:21][CH:22]=1. The catalyst class is: 40. (4) Reactant: [NH2:1][C:2]1[CH:3]=[C:4]([CH:8]=[CH:9][C:10]=1[CH3:11])[C:5]([OH:7])=[O:6].[N:12]([O-])=O.[Na+].[Cl:16][Sn]Cl. Product: [ClH:16].[NH:1]([C:2]1[CH:3]=[C:4]([CH:8]=[CH:9][C:10]=1[CH3:11])[C:5]([OH:7])=[O:6])[NH2:12]. The catalyst class is: 126. (5) Reactant: [CH3:1][O:2][C:3]1[CH:4]=[C:5]([NH:9][C:10]2[NH:14][C:13]3[CH:15]=[CH:16][C:17]([C:19]([O:21][CH3:22])=[O:20])=[CH:18][C:12]=3[N:11]=2)[CH:6]=[CH:7][CH:8]=1.Cl[C:24]1[N:29]=[C:28](Cl)[N:27]=[C:26]([CH3:31])[N:25]=1.C([N:34](C(C)C)C(C)C)C.N.CO. Product: [NH2:34][C:28]1[N:27]=[C:26]([CH3:31])[N:25]=[C:24]([N:11]2[C:12]3[CH:18]=[C:17]([C:19]([O:21][CH3:22])=[O:20])[CH:16]=[CH:15][C:13]=3[N:14]=[C:10]2[NH:9][C:5]2[CH:6]=[CH:7][CH:8]=[C:3]([O:2][CH3:1])[CH:4]=2)[N:29]=1. The catalyst class is: 1. (6) Reactant: [CH2:1]([N:8]1[C:12]2[CH:13]=[CH:14][C:15]([NH:17][C:18]3[N:27]=[CH:26][C:25]([CH:28]4[CH2:30][CH2:29]4)=[CH:24][C:19]=3[C:20]([O:22]C)=[O:21])=[CH:16][C:11]=2[S:10][C:9]1=[O:31])[C:2]1[CH:7]=[CH:6][CH:5]=[CH:4][CH:3]=1.[OH-].[Na+].O.Cl. Product: [CH2:1]([N:8]1[C:12]2[CH:13]=[CH:14][C:15]([NH:17][C:18]3[N:27]=[CH:26][C:25]([CH:28]4[CH2:29][CH2:30]4)=[CH:24][C:19]=3[C:20]([OH:22])=[O:21])=[CH:16][C:11]=2[S:10][C:9]1=[O:31])[C:2]1[CH:7]=[CH:6][CH:5]=[CH:4][CH:3]=1. The catalyst class is: 162. (7) Reactant: [OH:1][CH2:2][C:3]1[CH:8]=[CH:7][C:6]([B:9]2[O:17][C:14]([CH3:16])([CH3:15])[C:11]([CH3:13])([CH3:12])[O:10]2)=[CH:5][CH:4]=1.C(N(CC)CC)C.Cl[C:26]([O:28][C:29]1[CH:34]=[CH:33][C:32]([N+:35]([O-:37])=[O:36])=[CH:31][CH:30]=1)=[O:27]. Product: [C:26](=[O:27])([O:1][CH2:2][C:3]1[CH:4]=[CH:5][C:6]([B:9]2[O:17][C:14]([CH3:16])([CH3:15])[C:11]([CH3:13])([CH3:12])[O:10]2)=[CH:7][CH:8]=1)[O:28][C:29]1[CH:30]=[CH:31][C:32]([N+:35]([O-:37])=[O:36])=[CH:33][CH:34]=1. The catalyst class is: 49.